Dataset: Catalyst prediction with 721,799 reactions and 888 catalyst types from USPTO. Task: Predict which catalyst facilitates the given reaction. (1) Reactant: [I:1][C:2]1[CH:10]=[CH:9][C:5]([C:6]([OH:8])=O)=[CH:4][CH:3]=1.C(Cl)(=O)C(Cl)=O.CCN(C(C)C)C(C)C.[CH3:26][N:27]1[CH2:32][CH2:31][NH:30][CH2:29][CH2:28]1. Product: [I:1][C:2]1[CH:3]=[CH:4][C:5]([C:6]([N:30]2[CH2:31][CH2:32][N:27]([CH3:26])[CH2:28][CH2:29]2)=[O:8])=[CH:9][CH:10]=1. The catalyst class is: 59. (2) Reactant: [C:1]1([C:55]2[CH:60]=[CH:59][CH:58]=[CH:57][CH:56]=2)[CH:6]=[CH:5][C:4]([C@@:7]2([O:53][CH3:54])[CH2:24][N:23]3[C@H:9]([C:10](=[O:52])[NH:11][C@:12]4([C:47]([O:49]CC)=[O:48])[CH2:46][C@H:13]4[CH:14]=[CH:15][CH2:16][CH2:17][CH2:18][N:19]([S:34]([C:37]4[CH:42]=[CH:41][CH:40]=[CH:39][C:38]=4[N+:43]([O-:45])=[O:44])(=[O:36])=[O:35])[CH2:20][C@H:21]([NH:26][C:27]([O:29][C:30]([CH3:33])([CH3:32])[CH3:31])=[O:28])[C:22]3=[O:25])[CH2:8]2)=[CH:3][CH:2]=1.O.CO. Product: [C:1]1([C:55]2[CH:56]=[CH:57][CH:58]=[CH:59][CH:60]=2)[CH:6]=[CH:5][C:4]([C@@:7]2([O:53][CH3:54])[CH2:24][N:23]3[C@H:9]([C:10](=[O:52])[NH:11][C@:12]4([C:47]([OH:49])=[O:48])[CH2:46][C@H:13]4[CH:14]=[CH:15][CH2:16][CH2:17][CH2:18][N:19]([S:34]([C:37]4[CH:42]=[CH:41][CH:40]=[CH:39][C:38]=4[N+:43]([O-:45])=[O:44])(=[O:36])=[O:35])[CH2:20][C@H:21]([NH:26][C:27]([O:29][C:30]([CH3:33])([CH3:31])[CH3:32])=[O:28])[C:22]3=[O:25])[CH2:8]2)=[CH:3][CH:2]=1. The catalyst class is: 7.